The task is: Regression/Classification. Given a drug SMILES string, predict its absorption, distribution, metabolism, or excretion properties. Task type varies by dataset: regression for continuous measurements (e.g., permeability, clearance, half-life) or binary classification for categorical outcomes (e.g., BBB penetration, CYP inhibition). Dataset: cyp1a2_veith.. This data is from CYP1A2 inhibition data for predicting drug metabolism from PubChem BioAssay. (1) The drug is CCOC(=O)CNc1c(-c2ccccc2)nc2ccc(Cl)cn12. The result is 1 (inhibitor). (2) The molecule is O=C(O)CCNc1ccccc1C(=O)O. The result is 0 (non-inhibitor). (3) The compound is Cc1ccc(C(=O)N2C3C=CC(C3)C2(C(F)(F)F)C(F)(F)F)cc1. The result is 0 (non-inhibitor).